From a dataset of Full USPTO retrosynthesis dataset with 1.9M reactions from patents (1976-2016). Predict the reactants needed to synthesize the given product. (1) Given the product [ClH:46].[ClH:46].[ClH:46].[N+:1]([C:4]1[CH:5]=[C:6]([C:10]2[N:11]=[C:12]3[C:18]4[CH:19]=[CH:20][CH:21]=[CH:22][C:17]=4[NH:16][C:15]4[N:23]=[CH:24][CH:25]=[CH:26][C:14]=4[N:13]3[C:27]=2[C:28]2[CH:29]=[CH:30][C:31]([C:34]3([NH2:38])[CH2:37][CH2:36][CH2:35]3)=[CH:32][CH:33]=2)[CH:7]=[CH:8][CH:9]=1)([O-:3])=[O:2], predict the reactants needed to synthesize it. The reactants are: [N+:1]([C:4]1[CH:5]=[C:6]([C:10]2[N:11]=[C:12]3[C:18]4[CH:19]=[CH:20][CH:21]=[CH:22][C:17]=4[NH:16][C:15]4[N:23]=[CH:24][CH:25]=[CH:26][C:14]=4[N:13]3[C:27]=2[C:28]2[CH:33]=[CH:32][C:31]([C:34]3([NH:38]C(=O)OC(C)(C)C)[CH2:37][CH2:36][CH2:35]3)=[CH:30][CH:29]=2)[CH:7]=[CH:8][CH:9]=1)([O-:3])=[O:2].[ClH:46].O1CCOCC1. (2) The reactants are: N1C=CC=CC=1.[NH2:7][C:8]1[CH:13]=[CH:12][CH:11]=[CH:10][CH:9]=1.Cl[S:15]([C:18]1[CH:27]=[CH:26][C:25]2[NH:24][C:23](=[O:28])[C:22]3[NH:29][CH:30]=[C:31]([C:32]([OH:34])=[O:33])[C:21]=3[C:20]=2[CH:19]=1)(=[O:17])=[O:16]. Given the product [O:28]=[C:23]1[C:22]2[NH:29][CH:30]=[C:31]([C:32]([OH:34])=[O:33])[C:21]=2[C:20]2[CH:19]=[C:18]([S:15](=[O:17])(=[O:16])[NH:7][C:8]3[CH:13]=[CH:12][CH:11]=[CH:10][CH:9]=3)[CH:27]=[CH:26][C:25]=2[NH:24]1, predict the reactants needed to synthesize it. (3) Given the product [CH:12](=[O:13])[CH2:11][CH2:10][CH2:9][CH2:8][CH2:7][CH2:6][CH2:5][CH3:4], predict the reactants needed to synthesize it. The reactants are: CCC[CH2:4][CH2:5][CH2:6][CH2:7][CH2:8][CH2:9][CH2:10][CH2:11][CH2:12][O:13]S([O-])(=O)=O.[Na+].[SiH4]. (4) Given the product [Br:6][C:7]1[CH:8]=[C:9]([C:13]2[C:18]([CH2:19][O:69][CH3:68])=[C:17]([CH:27]3[CH2:31][CH2:30][CH2:29][CH2:28]3)[N:16]=[C:15]3[N:32]([CH2:35][CH3:36])[N:33]=[CH:34][C:14]=23)[CH:10]=[N:11][CH:12]=1, predict the reactants needed to synthesize it. The reactants are: S([O-])([O-])(=O)=O.[Br:6][C:7]1[CH:8]=[C:9]([C:13]2[C:18]([CH2:19][N+](CC)(CC)CC)=[C:17]([CH:27]3[CH2:31][CH2:30][CH2:29][CH2:28]3)[N:16]=[C:15]3[N:32]([CH2:35][CH3:36])[N:33]=[CH:34][C:14]=23)[CH:10]=[N:11][CH:12]=1.[Br:6][C:7]1[CH:8]=[C:9]([C:13]2[C:18]([CH2:19][N+](CC)(CC)CC)=[C:17]([CH:27]3[CH2:31][CH2:30][CH2:29][CH2:28]3)[N:16]=[C:15]3[N:32]([CH2:35][CH3:36])[N:33]=[CH:34][C:14]=23)[CH:10]=[N:11][CH:12]=1.[CH3:68][OH:69]. (5) Given the product [Cl:14][C:12]1[CH:13]=[C:8]2[C:7](=[O:17])[C:6]3[CH:18]=[C:2]([NH:76][CH2:75][C:74]4[CH:77]=[CH:78][C:79]([O:81][CH3:82])=[CH:80][C:73]=4[O:72][CH3:71])[CH:3]=[CH:4][C:5]=3[CH:16]=[CH:15][C:9]2=[N:10][CH:11]=1, predict the reactants needed to synthesize it. The reactants are: Br[C:2]1[CH:3]=[CH:4][C:5]2[CH:16]=[CH:15][C:9]3=[N:10][CH:11]=[C:12]([Cl:14])[CH:13]=[C:8]3[C:7](=[O:17])[C:6]=2[CH:18]=1.C1(P(C2C=CC=CC=2)C2C=CC3C(=CC=CC=3)C=2C2C3C(=CC=CC=3)C=CC=2P(C2C=CC=CC=2)C2C=CC=CC=2)C=CC=CC=1.CC(C)([O-])C.[Na+].[CH3:71][O:72][C:73]1[CH:80]=[C:79]([O:81][CH3:82])[CH:78]=[CH:77][C:74]=1[CH2:75][NH2:76]. (6) Given the product [Cl:15][C:3]1[C:2]([OH:1])=[CH:9][CH:8]=[CH:7][C:4]=1[CH:5]=[O:6], predict the reactants needed to synthesize it. The reactants are: [OH:1][C:2]1[CH:3]=[C:4]([CH:7]=[CH:8][CH:9]=1)[CH:5]=[O:6].C(O[Cl:15])(C)(C)C. (7) Given the product [Si:9]([O:8][C:6]1[CH:5]=[CH:4][C:3]([CH2:16][C:17]([O:19][CH2:20][C:21]2[CH:26]=[CH:25][CH:24]=[CH:23][CH:22]=2)=[O:18])=[C:2]([CH:52]2[CH2:53][CH2:48]2)[CH:7]=1)([C:12]([CH3:15])([CH3:14])[CH3:13])([CH3:11])[CH3:10], predict the reactants needed to synthesize it. The reactants are: Br[C:2]1[CH:7]=[C:6]([O:8][Si:9]([C:12]([CH3:15])([CH3:14])[CH3:13])([CH3:11])[CH3:10])[CH:5]=[CH:4][C:3]=1[CH2:16][C:17]([O:19][CH2:20][C:21]1[CH:26]=[CH:25][CH:24]=[CH:23][CH:22]=1)=[O:18].P([O-])([O-])([O-])=O.[K+].[K+].[K+].C1(P([CH:48]2[CH2:53][CH2:52]CCC2)C2CCCCC2)CCCCC1.C1(B(O)O)CC1. (8) Given the product [CH:12]1([O:1][CH:2]2[O:6][C@H:5]3[CH2:7][C:8]([CH:10]=[O:11])=[CH:9][C@H:4]3[CH2:3]2)[CH2:17][CH2:16][CH2:15][CH2:14][CH2:13]1, predict the reactants needed to synthesize it. The reactants are: [OH:1][CH:2]1[O:6][C@H:5]2[CH2:7][C:8]([CH:10]=[O:11])=[CH:9][C@H:4]2[CH2:3]1.[CH:12]1(O)[CH2:17][CH2:16][CH2:15][CH2:14][CH2:13]1.[O-]S([O-])(=O)=O.[Mg+2].